Dataset: Peptide-MHC class II binding affinity with 134,281 pairs from IEDB. Task: Regression. Given a peptide amino acid sequence and an MHC pseudo amino acid sequence, predict their binding affinity value. This is MHC class II binding data. (1) The binding affinity (normalized) is 0.682. The peptide sequence is EKKYFAATQYEPLAA. The MHC is HLA-DPA10201-DPB10501 with pseudo-sequence HLA-DPA10201-DPB10501. (2) The peptide sequence is GYVSCTMRTQVPLAY. The MHC is H-2-IAd with pseudo-sequence H-2-IAd. The binding affinity (normalized) is 0.403. (3) The MHC is HLA-DQA10501-DQB10303 with pseudo-sequence HLA-DQA10501-DQB10303. The peptide sequence is LMALLTPVTMAEVRL. The binding affinity (normalized) is 0.571. (4) The peptide sequence is YNAVLTHVKINDKCP. The MHC is H-2-IAb with pseudo-sequence H-2-IAb. The binding affinity (normalized) is 0. (5) The peptide sequence is VSTVVTATGLALSLLL. The MHC is DRB5_0101 with pseudo-sequence DRB5_0101. The binding affinity (normalized) is 0.433.